This data is from Forward reaction prediction with 1.9M reactions from USPTO patents (1976-2016). The task is: Predict the product of the given reaction. (1) The product is: [CH2:1]([O:8][C:9]1[CH:10]=[C:11]([C:15]2([F:27])[CH2:20][CH2:19][N:18]([CH2:21][CH2:22][C:23]([CH2:1][C:2]3[CH:7]=[CH:6][CH:5]=[CH:4][CH:3]=3)([CH2:28][C:29]3[CH:34]=[CH:33][CH:32]=[CH:31][CH:30]=3)[OH:25])[CH2:17][CH2:16]2)[CH:12]=[CH:13][CH:14]=1)[C:2]1[CH:3]=[CH:4][CH:5]=[CH:6][CH:7]=1. Given the reactants [CH2:1]([O:8][C:9]1[CH:10]=[C:11]([C:15]2([F:27])[CH2:20][CH2:19][N:18]([CH2:21][CH2:22][C:23]([O:25]C)=O)[CH2:17][CH2:16]2)[CH:12]=[CH:13][CH:14]=1)[C:2]1[CH:7]=[CH:6][CH:5]=[CH:4][CH:3]=1.[CH2:28]([Mg]Cl)[C:29]1[CH:34]=[CH:33][CH:32]=[CH:31][CH:30]=1, predict the reaction product. (2) Given the reactants N1C=CN=C1[C:6]([O:8][CH2:9][C:10]1[CH:27]=[CH:26][C:13]([C:14]([N:16]2[CH2:22][CH2:21][CH2:20][CH2:19][C:18]3[S:23][CH:24]=[CH:25][C:17]2=3)=[O:15])=[CH:12][C:11]=1[CH3:28])=[O:7].[CH:29]1([CH2:32][N:33]2[CH2:38][CH2:37][NH:36][CH2:35][CH2:34]2)[CH2:31][CH2:30]1.CCN(C(C)C)C(C)C, predict the reaction product. The product is: [CH3:28][C:11]1[CH:12]=[C:13]([C:14]([N:16]2[CH2:22][CH2:21][CH2:20][CH2:19][C:18]3[S:23][CH:24]=[CH:25][C:17]2=3)=[O:15])[CH:26]=[CH:27][C:10]=1[CH2:9][O:8][C:6]([N:36]1[CH2:37][CH2:38][N:33]([CH2:32][CH:29]2[CH2:31][CH2:30]2)[CH2:34][CH2:35]1)=[O:7].